Dataset: Catalyst prediction with 721,799 reactions and 888 catalyst types from USPTO. Task: Predict which catalyst facilitates the given reaction. (1) Reactant: [O:1]1[C:6]2[CH:7]=[CH:8][CH:9]=[CH:10][C:5]=2[O:4][CH2:3][CH:2]1[CH2:11][O:12][C:13]1[CH:31]=[C:17]2[C:18]3[C:23]([CH2:24][CH2:25][N:16]2[C:15](=[O:32])[N:14]=1)=[CH:22][C:21]([O:26][CH2:27][C:28](O)=[O:29])=[CH:20][CH:19]=3.ClC(OCC(C)C)=O.C[N:42]1CCOCC1.N. Product: [O:1]1[C:6]2[CH:7]=[CH:8][CH:9]=[CH:10][C:5]=2[O:4][CH2:3][CH:2]1[CH2:11][O:12][C:13]1[CH:31]=[C:17]2[C:18]3[C:23]([CH2:24][CH2:25][N:16]2[C:15](=[O:32])[N:14]=1)=[CH:22][C:21]([O:26][CH2:27][C:28]([NH2:42])=[O:29])=[CH:20][CH:19]=3. The catalyst class is: 2. (2) Reactant: [Al+3].[Cl-].[Cl-].[Cl-].[Br:5][CH2:6][C:7](Br)=[O:8].[CH3:10][O:11][C:12]1[CH:17]=[C:16]([CH3:18])[CH:15]=[C:14]([CH3:19])[CH:13]=1. Product: [Br:5][CH2:6][C:7]([C:13]1[C:14]([CH3:19])=[CH:15][C:16]([CH3:18])=[CH:17][C:12]=1[O:11][CH3:10])=[O:8].[Br:5][CH2:6][C:7]([C:15]1[C:16]([CH3:18])=[CH:17][C:12]([O:11][CH3:10])=[CH:13][C:14]=1[CH3:19])=[O:8]. The catalyst class is: 2. (3) Reactant: Br[C:2]1[CH:7]=[CH:6][C:5]([N+:8]([O-:10])=[O:9])=[CH:4][CH:3]=1.C(=O)([O-])[O-].[Cs+].[Cs+].[P:17]([O-:24])([O:21][CH2:22][CH3:23])[O:18][CH2:19][CH3:20]. Product: [CH2:19]([O:18][P:17]([C:2]1[CH:7]=[CH:6][C:5]([N+:8]([O-:10])=[O:9])=[CH:4][CH:3]=1)(=[O:24])[O:21][CH2:22][CH3:23])[CH3:20]. The catalyst class is: 73.